From a dataset of Reaction yield outcomes from USPTO patents with 853,638 reactions. Predict the reaction yield, written as a fraction of the theoretical maximum amount of product (1.0 means a 100% yield; for example, 0.34 means a 34% yield). (1) The reactants are [Br:1][C:2]1[N:3]=[C:4]2[C:11]([C:12]([OH:14])=O)=[CH:10][N:9]([CH2:15][O:16][CH2:17][CH2:18][Si:19]([CH3:22])([CH3:21])[CH3:20])[C:5]2=[N:6][C:7]=1[CH3:8].CN(C(ON1N=NC2C=CC=CC1=2)=[N+](C)C)C.F[P-](F)(F)(F)(F)F.CN(C(N(C)C)=[N+]1C2C=CC=CC=2[N+]([O-])=N1)C.F[P-](F)(F)(F)(F)F.C(N(CC)CC)C.[C:78]([NH2:82])([CH3:81])([CH3:80])[CH3:79]. The catalyst is C(OCC)(=O)C.CN(C)C=O. The product is [C:78]([NH:82][C:12]([C:11]1[C:4]2[C:5](=[N:6][C:7]([CH3:8])=[C:2]([Br:1])[N:3]=2)[N:9]([CH2:15][O:16][CH2:17][CH2:18][Si:19]([CH3:22])([CH3:21])[CH3:20])[CH:10]=1)=[O:14])([CH3:81])([CH3:80])[CH3:79]. The yield is 0.920. (2) The reactants are C(OC([NH:8][C:9]1([CH3:37])[C:13]2([CH2:15][CH2:14]2)[CH2:12][N:11]([C:16]2[C:25]([O:26][CH3:27])=[C:24]3[C:19]([C:20](=[O:35])[C:21]([C:32]([OH:34])=[O:33])=[CH:22][N:23]3[C@@H:28]3[CH2:30][C@@H:29]3[F:31])=[CH:18][C:17]=2[F:36])[CH2:10]1)=O)(C)(C)C. The catalyst is Cl. The product is [NH2:8][C:9]1([CH3:37])[C:13]2([CH2:14][CH2:15]2)[CH2:12][N:11]([C:16]2[C:25]([O:26][CH3:27])=[C:24]3[C:19]([C:20](=[O:35])[C:21]([C:32]([OH:34])=[O:33])=[CH:22][N:23]3[C@@H:28]3[CH2:30][C@@H:29]3[F:31])=[CH:18][C:17]=2[F:36])[CH2:10]1. The yield is 0.920.